From a dataset of Forward reaction prediction with 1.9M reactions from USPTO patents (1976-2016). Predict the product of the given reaction. (1) Given the reactants [NH2:1][C:2]1[C:3]([C:8]([F:11])([F:10])[F:9])=[N:4][CH:5]=[CH:6][CH:7]=1.Cl[C:13]([O:15][C:16]1[CH:21]=[CH:20][CH:19]=[CH:18][CH:17]=1)=[O:14], predict the reaction product. The product is: [C:16]1([O:15][C:13](=[O:14])[NH:1][C:2]2[C:3]([C:8]([F:11])([F:9])[F:10])=[N:4][CH:5]=[CH:6][CH:7]=2)[CH:21]=[CH:20][CH:19]=[CH:18][CH:17]=1. (2) Given the reactants [CH2:1]([O:8][C:9]([N:11]1[CH:15]([C:16]([OH:18])=[O:17])[CH2:14][O:13]C1C1C=CC=CC=1)=[O:10])[C:2]1[CH:7]=[CH:6][CH:5]=[CH:4][CH:3]=1.[OH-].[Na+], predict the reaction product. The product is: [CH2:1]([O:8][C:9]([NH:11][CH:15]([CH2:14][OH:13])[C:16]([OH:18])=[O:17])=[O:10])[C:2]1[CH:3]=[CH:4][CH:5]=[CH:6][CH:7]=1. (3) The product is: [CH2:16]([N:3]1[C:4]2[C:9](=[CH:8][CH:7]=[CH:6][CH:5]=2)[C:10]([C:11]([OH:13])=[O:12])=[C:2]1[CH3:1])[C:17]1[CH:22]=[CH:21][CH:20]=[CH:19][CH:18]=1. Given the reactants [CH3:1][C:2]1[NH:3][C:4]2[C:9]([C:10]=1[C:11]([OH:13])=[O:12])=[CH:8][CH:7]=[CH:6][CH:5]=2.[H-].[Na+].[CH2:16](Br)[C:17]1[CH:22]=[CH:21][CH:20]=[CH:19][CH:18]=1, predict the reaction product. (4) Given the reactants [CH:1]1([NH:5][C:6]2[CH:14]=[C:13]([F:15])[C:12]([F:16])=[CH:11][C:7]=2[C:8]([OH:10])=O)[CH2:4][CH2:3][CH2:2]1.[CH3:17][C:18]([NH2:22])([C:20]#[CH:21])[CH3:19].CCN=C=NCCCN(C)C.CCN(C(C)C)C(C)C.C1C=CC2N(O)N=NC=2C=1, predict the reaction product. The product is: [CH:1]1([NH:5][C:6]2[CH:14]=[C:13]([F:15])[C:12]([F:16])=[CH:11][C:7]=2[C:8]([NH:22][C:18]([CH3:19])([C:20]#[CH:21])[CH3:17])=[O:10])[CH2:2][CH2:3][CH2:4]1.